From a dataset of Retrosynthesis with 50K atom-mapped reactions and 10 reaction types from USPTO. Predict the reactants needed to synthesize the given product. Given the product O=[N+]([O-])c1c[nH]c(Cl)n1, predict the reactants needed to synthesize it. The reactants are: O=[N+]([O-])c1nc(Cl)[nH]c1I.